From a dataset of Catalyst prediction with 721,799 reactions and 888 catalyst types from USPTO. Predict which catalyst facilitates the given reaction. (1) Reactant: [OH-].[Na+].O.C([O:6][C:7](=[O:42])[CH2:8][C:9]1[CH:10]=[N:11][C:12]([C:15]2[CH:20]=[CH:19][C:18]([C:21]([CH2:39][CH3:40])([C:24]3[CH:29]=[CH:28][C:27]([CH2:30][CH2:31][CH:32]([OH:37])[C:33]([CH3:36])([CH3:35])[CH3:34])=[C:26]([CH3:38])[CH:25]=3)[CH2:22][CH3:23])=[CH:17][C:16]=2[CH3:41])=[CH:13][CH:14]=1)C.Cl. Product: [CH2:22]([C:21]([C:18]1[CH:19]=[CH:20][C:15]([C:12]2[N:11]=[CH:10][C:9]([CH2:8][C:7]([OH:42])=[O:6])=[CH:14][CH:13]=2)=[C:16]([CH3:41])[CH:17]=1)([C:24]1[CH:29]=[CH:28][C:27]([CH2:30][CH2:31][CH:32]([OH:37])[C:33]([CH3:35])([CH3:36])[CH3:34])=[C:26]([CH3:38])[CH:25]=1)[CH2:39][CH3:40])[CH3:23]. The catalyst class is: 5. (2) Reactant: [CH3:1][CH2:2]N=C=NCCCN(C)C.[CH:12]1[CH:13]=[CH:14][C:15]2[N:20](O)N=[N:18][C:16]=2[CH:17]=1. Product: [N:20]1[C:15]2[C:16](=[CH:17][CH:12]=[CH:13][CH:14]=2)[N:18]=[CH:2][CH:1]=1. The catalyst class is: 16.